This data is from Full USPTO retrosynthesis dataset with 1.9M reactions from patents (1976-2016). The task is: Predict the reactants needed to synthesize the given product. (1) Given the product [C:35]([O:34][C:32]([NH:1][CH2:2][C:3]1[C:4]([CH2:27][CH:28]([CH3:30])[CH3:29])=[N:5][C:6]([C:21]2[CH:22]=[CH:23][CH:24]=[CH:25][CH:26]=2)=[C:7]([C:13]=1[C:14]1[CH:19]=[CH:18][C:17]([CH3:20])=[CH:16][CH:15]=1)[C:8]([OH:10])=[O:9])=[O:33])([CH3:38])([CH3:37])[CH3:36], predict the reactants needed to synthesize it. The reactants are: [NH2:1][CH2:2][C:3]1[C:4]([CH2:27][CH:28]([CH3:30])[CH3:29])=[N:5][C:6]([C:21]2[CH:26]=[CH:25][CH:24]=[CH:23][CH:22]=2)=[C:7]([C:13]=1[C:14]1[CH:19]=[CH:18][C:17]([CH3:20])=[CH:16][CH:15]=1)[C:8]([O:10]CC)=[O:9].Cl.[C:32](O[C:32]([O:34][C:35]([CH3:38])([CH3:37])[CH3:36])=[O:33])([O:34][C:35]([CH3:38])([CH3:37])[CH3:36])=[O:33]. (2) Given the product [CH3:14][C:6]1[CH:7]=[C:8]([C:9]([O:11][CH2:12][CH3:13])=[O:10])[N:4]([CH2:3][C:2]2[S:15][CH:17]=[C:18]([C:20]3[CH:25]=[CH:24][CH:23]=[C:22]([C:26]([F:27])([F:28])[F:29])[CH:21]=3)[N:1]=2)[N:5]=1, predict the reactants needed to synthesize it. The reactants are: [NH2:1][C:2](=[S:15])[CH2:3][N:4]1[C:8]([C:9]([O:11][CH2:12][CH3:13])=[O:10])=[CH:7][C:6]([CH3:14])=[N:5]1.Br[CH2:17][C:18]([C:20]1[CH:25]=[CH:24][CH:23]=[C:22]([C:26]([F:29])([F:28])[F:27])[CH:21]=1)=O. (3) The reactants are: C1C2C(=NC3C(N=2)=CC=CC=3)C=CC=1.CN1C2=CC=CC(=[O:30])C2=NC2C=CC=CC1=2.C1C=C2NC3C([N]C2=CC=1)=CC=CC=3C(N)=O.[C:48]1([C:62](N)=[O:63])[C:61]2[C:52](=[N:53][C:54]3[C:59]([N:60]=2)=[CH:58][CH:57]=[CH:56][CH:55]=3)[CH:51]=[CH:50][CH:49]=1. Given the product [C:48]1([C:62]([OH:63])=[O:30])[C:61]2[C:52](=[N:53][C:54]3[C:59]([N:60]=2)=[CH:58][CH:57]=[CH:56][CH:55]=3)[CH:51]=[CH:50][CH:49]=1, predict the reactants needed to synthesize it. (4) Given the product [C:20]1([CH:7]([C:1]2[CH:2]=[CH:3][CH:4]=[CH:5][CH:6]=2)[CH2:8][CH2:9][N:10]2[CH:15]=[CH:14][CH:13]=[C:12]([C:16]([NH:26][C@@H:27]([CH2:35][CH2:36][CH2:37][NH:38][C:39]([NH:41][S:42]([C:45]3[C:46]([CH3:59])=[C:47]4[C:52](=[C:53]([CH3:56])[C:54]=3[CH3:55])[O:51][C:50]([CH3:58])([CH3:57])[CH2:49][CH2:48]4)(=[O:43])=[O:44])=[NH:40])[C:28]([O:30][C:31]([CH3:32])([CH3:33])[CH3:34])=[O:29])=[O:17])[C:11]2=[O:19])[CH:21]=[CH:22][CH:23]=[CH:24][CH:25]=1, predict the reactants needed to synthesize it. The reactants are: [C:1]1([CH:7]([C:20]2[CH:25]=[CH:24][CH:23]=[CH:22][CH:21]=2)[CH2:8][CH2:9][N:10]2[CH:15]=[CH:14][CH:13]=[C:12]([C:16](O)=[O:17])[C:11]2=[O:19])[CH:6]=[CH:5][CH:4]=[CH:3][CH:2]=1.[NH2:26][C@@H:27]([CH2:35][CH2:36][CH2:37][NH:38][C:39]([NH:41][S:42]([C:45]1[C:46]([CH3:59])=[C:47]2[C:52](=[C:53]([CH3:56])[C:54]=1[CH3:55])[O:51][C:50]([CH3:58])([CH3:57])[CH2:49][CH2:48]2)(=[O:44])=[O:43])=[NH:40])[C:28]([O:30][C:31]([CH3:34])([CH3:33])[CH3:32])=[O:29].CN(C(ON1N=NC2C=CC=CC1=2)=[N+](C)C)C.F[P-](F)(F)(F)(F)F.CCN(C(C)C)C(C)C. (5) Given the product [CH3:1][O:2][CH:3]([O:15][CH3:16])[C:4]1[NH:19][N:18]=[C:6]([C:8]2[CH:13]=[CH:12][CH:11]=[CH:10][N:9]=2)[CH:5]=1, predict the reactants needed to synthesize it. The reactants are: [CH3:1][O:2][CH:3]([O:15][CH3:16])[C:4](=O)[CH2:5][C:6]([C:8]1[CH:13]=[CH:12][CH:11]=[CH:10][N:9]=1)=O.O.[NH2:18][NH2:19].